This data is from Full USPTO retrosynthesis dataset with 1.9M reactions from patents (1976-2016). The task is: Predict the reactants needed to synthesize the given product. (1) Given the product [NH2:9][C:10]1[N:11](/[C:7](=[N:6]/[CH:1]2[CH2:5][CH2:4][CH2:3][CH2:2]2)/[C:8]([C:17]2[CH:22]=[CH:21][C:20]([F:23])=[CH:19][C:18]=2[O:24][CH3:25])=[O:28])[N:12]=[CH:13][C:14]=1[C:15]#[N:16], predict the reactants needed to synthesize it. The reactants are: [CH:1]1([NH:6][C:7]2[N:11]3[N:12]=[CH:13][C:14]([C:15]#[N:16])=[C:10]3[NH:9][C:8]=2[C:17]2[CH:22]=[CH:21][C:20]([F:23])=[CH:19][C:18]=2[O:24][CH3:25])[CH2:5][CH2:4][CH2:3][CH2:2]1.CS(C)=[O:28]. (2) Given the product [CH2:34]([N:31]([CH2:32][CH3:33])[CH2:30][CH2:29][O:28][C:25]1[CH:24]=[CH:23][C:22]([CH2:21][C:5]([S:10]([C:13]2[CH:14]=[CH:15][C:16]([O:19][CH3:20])=[CH:17][CH:18]=2)(=[O:11])=[O:12])([CH2:6][CH2:7][CH2:8][CH3:9])[C:4]([OH:36])=[O:3])=[CH:27][CH:26]=1)[CH3:35], predict the reactants needed to synthesize it. The reactants are: C([O:3][C:4](=[O:36])[C:5]([CH2:21][C:22]1[CH:27]=[CH:26][C:25]([O:28][CH2:29][CH2:30][N:31]([CH2:34][CH3:35])[CH2:32][CH3:33])=[CH:24][CH:23]=1)([S:10]([C:13]1[CH:18]=[CH:17][C:16]([O:19][CH3:20])=[CH:15][CH:14]=1)(=[O:12])=[O:11])[CH2:6][CH2:7][CH2:8][CH3:9])C.